From a dataset of Full USPTO retrosynthesis dataset with 1.9M reactions from patents (1976-2016). Predict the reactants needed to synthesize the given product. (1) Given the product [Br:26][C:27]1[CH:28]=[C:29]([CH:32]=[CH:33][CH:34]=1)[CH2:30][N:21]1[CH:22]=[C:17]([C:15]2[O:14][N:13]=[C:12]([C:9]3[CH:10]=[CH:11][C:6]([O:5][C:4]([F:3])([F:24])[F:25])=[CH:7][CH:8]=3)[N:16]=2)[CH:18]=[CH:19][C:20]1=[O:23], predict the reactants needed to synthesize it. The reactants are: [H-].[Na+].[F:3][C:4]([F:25])([F:24])[O:5][C:6]1[CH:11]=[CH:10][C:9]([C:12]2[N:16]=[C:15]([C:17]3[CH:18]=[CH:19][C:20](=[O:23])[NH:21][CH:22]=3)[O:14][N:13]=2)=[CH:8][CH:7]=1.[Br:26][C:27]1[CH:28]=[C:29]([CH:32]=[CH:33][CH:34]=1)[CH2:30]Br.O. (2) Given the product [CH:33]1([CH2:39][NH:40][C:17]([C:16]2[CH:15]=[CH:14][CH:13]=[C:12]([O:11][CH3:10])[C:21]=2[NH:20][C:19]([C:22]2[C:31]3[C:26](=[CH:27][CH:28]=[CH:29][CH:30]=3)[CH:25]=[CH:24][CH:23]=2)=[O:18])=[O:32])[CH2:38][CH2:37][CH2:36][CH2:35][CH2:34]1, predict the reactants needed to synthesize it. The reactants are: C(N(C(C)C)CC)(C)C.[CH3:10][O:11][C:12]1[C:21]2[N:20]=[C:19]([C:22]3[C:31]4[C:26](=[CH:27][CH:28]=[CH:29][CH:30]=4)[CH:25]=[CH:24][CH:23]=3)[O:18][C:17](=[O:32])[C:16]=2[CH:15]=[CH:14][CH:13]=1.[CH:33]1([CH2:39][NH2:40])[CH2:38][CH2:37][CH2:36][CH2:35][CH2:34]1. (3) The reactants are: [OH:1][C:2]1[C:7]([CH3:8])=[CH:6][C:5]([CH2:9][CH2:10][C:11]([C:13]2[S:14][C:15]([CH3:24])=[C:16]([C:18]3[CH:23]=[CH:22][CH:21]=[CH:20][CH:19]=3)[CH:17]=2)=[O:12])=[CH:4][C:3]=1[CH3:25].[CH2:26]([CH:28]1[O:30][CH2:29]1)Cl. Given the product [CH3:25][C:3]1[CH:4]=[C:5]([CH2:9][CH2:10][C:11]([C:13]2[S:14][C:15]([CH3:24])=[C:16]([C:18]3[CH:23]=[CH:22][CH:21]=[CH:20][CH:19]=3)[CH:17]=2)=[O:12])[CH:6]=[C:7]([CH3:8])[C:2]=1[O:1][CH2:26][CH:28]1[CH2:29][O:30]1, predict the reactants needed to synthesize it. (4) Given the product [Cl:23][C:20]1[CH:19]=[CH:18][C:17]([N:7]2[CH2:8][C@@H:9]([CH3:16])[C:10]3=[N:14][N:13]=[C:12]([CH3:15])[N:11]3[C:5]3[CH:4]=[CH:3][C:2]([C:30]4[CH:29]=[CH:28][C:27](=[O:41])[N:26]([CH3:25])[CH:31]=4)=[CH:24][C:6]2=3)=[CH:22][CH:21]=1, predict the reactants needed to synthesize it. The reactants are: Br[C:2]1[CH:3]=[CH:4][C:5]2[N:11]3[C:12]([CH3:15])=[N:13][N:14]=[C:10]3[C@H:9]([CH3:16])[CH2:8][N:7]([C:17]3[CH:22]=[CH:21][C:20]([Cl:23])=[CH:19][CH:18]=3)[C:6]=2[CH:24]=1.[CH3:25][N:26]1[CH:31]=[C:30](B2OC(C)(C)C(C)(C)O2)[CH:29]=[CH:28][C:27]1=[O:41].C(=O)([O-])[O-].[Cs+].[Cs+].C1(C)C=CC=CC=1.